Task: Predict the product of the given reaction.. Dataset: Forward reaction prediction with 1.9M reactions from USPTO patents (1976-2016) Given the reactants C1C=CC2N(O)N=[N:7]C=2C=1.CN(C(ON1N=NC2C=CC=CC1=2)=[N+](C)C)C.F[P-](F)(F)(F)(F)F.[NH2:35][C:36]1[C:45]2[C:40](=[C:41]([F:50])[C:42]([O:48][CH3:49])=[C:43]([O:46][CH3:47])[CH:44]=2)[N:39]=[C:38]([N:51]2[CH2:56][CH2:55][N:54]([C:57](=[O:70])[CH2:58][C@H:59]([C:63]3[CH:68]=[CH:67][C:66]([F:69])=[CH:65][CH:64]=3)[C:60]([OH:62])=O)[CH2:53][CH2:52]2)[N:37]=1.[Cl-].[NH4+].C(N(CC)CC)C, predict the reaction product. The product is: [NH2:35][C:36]1[C:45]2[C:40](=[C:41]([F:50])[C:42]([O:48][CH3:49])=[C:43]([O:46][CH3:47])[CH:44]=2)[N:39]=[C:38]([N:51]2[CH2:56][CH2:55][N:54]([C:57](=[O:70])[CH2:58][C@H:59]([C:63]3[CH:68]=[CH:67][C:66]([F:69])=[CH:65][CH:64]=3)[C:60]([NH2:7])=[O:62])[CH2:53][CH2:52]2)[N:37]=1.